This data is from Full USPTO retrosynthesis dataset with 1.9M reactions from patents (1976-2016). The task is: Predict the reactants needed to synthesize the given product. (1) Given the product [C:32]([O:31][C:29]([N:20]([CH2:21][O:22][CH2:23][CH2:24][Si:25]([CH3:28])([CH3:27])[CH3:26])[C:11]1[S:12][C@:13]2([C:16]([O:18][CH3:19])=[O:17])[C@H:15]([C@:9]([C:4]3[C:5]([F:8])=[N:6][CH:7]=[C:2]([NH:1][C:44](=[O:45])[C:41]4[CH:40]=[CH:39][C:38]([Cl:37])=[CH:43][N:42]=4)[CH:3]=3)([CH3:36])[N:10]=1)[CH2:14]2)=[O:30])([CH3:35])([CH3:34])[CH3:33], predict the reactants needed to synthesize it. The reactants are: [NH2:1][C:2]1[CH:3]=[C:4]([C@:9]2([CH3:36])[C@H:15]3[C@:13]([C:16]([O:18][CH3:19])=[O:17])([CH2:14]3)[S:12][C:11]([N:20]([C:29]([O:31][C:32]([CH3:35])([CH3:34])[CH3:33])=[O:30])[CH2:21][O:22][CH2:23][CH2:24][Si:25]([CH3:28])([CH3:27])[CH3:26])=[N:10]2)[C:5]([F:8])=[N:6][CH:7]=1.[Cl:37][C:38]1[CH:39]=[CH:40][C:41]([C:44](O)=[O:45])=[N:42][CH:43]=1.CN(C(ON1N=NC2C=CC=NC1=2)=[N+](C)C)C.F[P-](F)(F)(F)(F)F.C(N(C(C)C)CC)(C)C. (2) Given the product [F:1][C:2]1[CH:11]=[C:10]([F:12])[CH:9]=[C:8]2[C:3]=1[C@@H:4]([O:13][C:14]1[C:22]3[N:21]=[C:20]([CH3:23])[NH:19][C:18]=3[CH:17]=[C:16]([C:34]([N:36]([CH3:37])[CH3:38])=[O:35])[CH:15]=1)[CH2:5][CH2:6][O:7]2, predict the reactants needed to synthesize it. The reactants are: [F:1][C:2]1[CH:11]=[C:10]([F:12])[CH:9]=[C:8]2[C:3]=1[C@@H:4]([O:13][C:14]1[C:22]3[N:21]=[C:20]([CH3:23])[N:19](S(C4C=CC(C)=CC=4)(=O)=O)[C:18]=3[CH:17]=[C:16]([C:34]([N:36]([CH3:38])[CH3:37])=[O:35])[CH:15]=1)[CH2:5][CH2:6][O:7]2.[OH-].[Na+]. (3) The reactants are: C(N(CC)CC)C.[C:8]1([CH3:18])[CH:13]=[CH:12][C:11]([S:14](Cl)(=[O:16])=[O:15])=[CH:10][CH:9]=1.[OH:19][CH2:20][CH2:21][CH:22]1[CH2:28][CH:27]2[N:29]([C:30]([O:32][C:33]([CH3:36])([CH3:35])[CH3:34])=[O:31])[CH:24]([CH2:25][CH2:26]2)[CH2:23]1.C(Cl)Cl. Given the product [CH3:18][C:8]1[CH:13]=[CH:12][C:11]([S:14]([O:19][CH2:20][CH2:21][CH:22]2[CH2:28][CH:27]3[N:29]([C:30]([O:32][C:33]([CH3:36])([CH3:35])[CH3:34])=[O:31])[CH:24]([CH2:25][CH2:26]3)[CH2:23]2)(=[O:16])=[O:15])=[CH:10][CH:9]=1, predict the reactants needed to synthesize it. (4) Given the product [Cl:36][C:33]1[C:34]([CH:9]([C:10]2[CH:19]=[C:18]3[C:17](=[CH:12][CH:11]=2)[N:16]=[CH:15][C:14]([C:20]2[CH:25]=[CH:24][CH:23]=[CH:22][CH:21]=2)=[N:13]3)[NH:8][C:30]([CH:26]2[CH2:27][CH2:28][CH2:29]2)=[O:32])=[N:43][CH:41]=[CH:40][N:45]=1, predict the reactants needed to synthesize it. The reactants are: ClC1C([NH:8][CH2:9][C:10]2[CH:11]=[C:12]3[C:17](=[CH:18][CH:19]=2)[N:16]=[CH:15][C:14]([C:20]2[CH:25]=[CH:24][CH:23]=[CH:22][CH:21]=2)=[N:13]3)=NC=CN=1.[CH:26]1([C:30]([OH:32])=O)[CH2:29][CH2:28][CH2:27]1.[CH2:33]([Cl:36])[CH2:34]Cl.C1C=[C:41]2[N:43]=N[N:45](O)[C:40]2=CC=1.O.C(N(CC)C(C)C)(C)C.